This data is from Full USPTO retrosynthesis dataset with 1.9M reactions from patents (1976-2016). The task is: Predict the reactants needed to synthesize the given product. (1) Given the product [NH2:8][C:9]1[N:14]=[CH:13][C:12](/[CH:15]=[CH:16]/[C:17]([NH:19][CH2:20][CH2:21][CH2:22][CH2:23][C:24]2[CH:33]=[CH:32][C:27]([C:28]([NH:30][CH3:31])=[O:29])=[C:26]([NH:34][CH2:35][CH3:36])[N:25]=2)=[O:18])=[CH:11][CH:10]=1, predict the reactants needed to synthesize it. The reactants are: C(OC([N:8](C(OC(C)(C)C)=O)[C:9]1[N:14]=[CH:13][C:12](/[CH:15]=[CH:16]/[C:17]([NH:19][CH2:20][CH2:21][CH2:22][CH2:23][C:24]2[CH:33]=[CH:32][C:27]([C:28]([NH:30][CH3:31])=[O:29])=[C:26]([NH:34][CH2:35][CH3:36])[N:25]=2)=[O:18])=[CH:11][CH:10]=1)=O)(C)(C)C.FC(F)(F)C(O)=O. (2) Given the product [Br:1][C:2]1[CH:3]=[C:4]2[C:10]([Cl:11])=[CH:9][N:8]([C:12]([O:14][C:15]([CH3:18])([CH3:17])[CH3:16])=[O:13])[C:5]2=[N:6][CH:7]=1, predict the reactants needed to synthesize it. The reactants are: [Br:1][C:2]1[CH:3]=[C:4]2[C:10]([Cl:11])=[CH:9][NH:8][C:5]2=[N:6][CH:7]=1.[C:12](O[C:12]([O:14][C:15]([CH3:18])([CH3:17])[CH3:16])=[O:13])([O:14][C:15]([CH3:18])([CH3:17])[CH3:16])=[O:13]. (3) The reactants are: [Cl:1][C:2]1[CH:3]=[C:4]([CH:19]=[CH:20][C:21]=1[Cl:22])[CH2:5][N:6]1[CH2:11][CH2:10][N:9]([C:12]2[CH:17]=[CH:16][CH:15]=[CH:14][C:13]=2[NH2:18])[CH2:8][CH2:7]1.[Cl:23][C:24]1[CH:32]=[CH:31][C:27]([C:28](Cl)=[O:29])=[CH:26][CH:25]=1.[CH2:33](N(CC)CC)C. Given the product [Cl:23][C:24]1([CH3:33])[CH:32]=[CH:31][C:27]([C:28]([NH:18][C:13]2[CH:14]=[CH:15][CH:16]=[CH:17][C:12]=2[N:9]2[CH2:8][CH2:7][N:6]([CH2:5][C:4]3[CH:19]=[CH:20][C:21]([Cl:22])=[C:2]([Cl:1])[CH:3]=3)[CH2:11][CH2:10]2)=[O:29])=[CH:26][CH2:25]1, predict the reactants needed to synthesize it. (4) Given the product [CH2:1]([C:5]1[C:14]2[C:9](=[CH:10][CH:11]=[C:12]([C:15]([O:17][CH3:23])=[O:16])[CH:13]=2)[CH:8]=[CH:7][N:6]=1)[CH2:2][CH2:3][CH3:4], predict the reactants needed to synthesize it. The reactants are: [CH2:1]([C:5]1[C:14]2[C:9](=[CH:10][CH:11]=[C:12]([C:15]([OH:17])=[O:16])[CH:13]=2)[CH:8]=[CH:7][N:6]=1)[CH2:2][CH2:3][CH3:4].S(=O)(=O)(O)O.[CH3:23]O. (5) The reactants are: Cl[C:2]1[N:3]([CH2:25][CH:26]2[CH2:28][CH2:27]2)[C:4]2[C:9]([N:10]=1)=[C:8]([N:11]1[CH2:16][CH2:15][O:14][CH2:13][CH2:12]1)[N:7]=[C:6]([C:17]1[C:18]([CH3:24])=[N:19][C:20]([NH2:23])=[N:21][CH:22]=1)[N:5]=2.[CH3:29][NH:30][CH:31]1[CH2:35][CH2:34][NH:33][CH2:32]1.C(N(CC)CC)C.[S:43](Cl)([CH3:46])(=[O:45])=[O:44]. Given the product [NH2:23][C:20]1[N:19]=[C:18]([CH3:24])[C:17]([C:6]2[N:5]=[C:4]3[C:9]([N:10]=[C:2]([N:33]4[CH2:34][CH2:35][CH:31]([N:30]([CH3:29])[S:43]([CH3:46])(=[O:45])=[O:44])[CH2:32]4)[N:3]3[CH2:25][CH:26]3[CH2:28][CH2:27]3)=[C:8]([N:11]3[CH2:16][CH2:15][O:14][CH2:13][CH2:12]3)[N:7]=2)=[CH:22][N:21]=1, predict the reactants needed to synthesize it. (6) Given the product [F:1][C:2]1[CH:21]=[CH:20][C:5]2[C:6]([C:9]3[CH:14]=[CH:13][C:12]([O:15][CH2:16][C@H:17]([OH:18])[CH2:19][NH:23][CH2:26][C:11]4[CH:10]=[CH:9][CH:14]=[CH:13][C:12]=4[O:15][CH3:16])=[CH:11][CH:10]=3)=[N:7][O:8][C:4]=2[CH:3]=1, predict the reactants needed to synthesize it. The reactants are: [F:1][C:2]1[CH:21]=[CH:20][C:5]2[C:6]([C:9]3[CH:14]=[CH:13][C:12]([O:15][CH2:16][C@H:17]4[CH2:19][O:18]4)=[CH:11][CH:10]=3)=[N:7][O:8][C:4]=2[CH:3]=1.C[N:23]([CH3:26])C=O. (7) Given the product [CH3:7][N:6]1[C:2]([CH2:19][N:21]2[CH2:25][CH:24]3[CH:23]([CH2:28][NH:27][CH2:26]3)[CH2:22]2)=[CH:3][C:4]([C:8]2[CH:13]=[CH:12][CH:11]=[CH:10][CH:9]=2)=[N:5]1.[CH2:22]1[CH:23]2[CH2:28][NH:27][CH2:26][CH:24]2[CH2:25][NH:21]1, predict the reactants needed to synthesize it. The reactants are: Br[C:2]1[N:6]([CH3:7])[N:5]=[C:4]([C:8]2[CH:13]=[CH:12][CH:11]=[CH:10][CH:9]=2)[CH:3]=1.C(O[C:19]([N:21]1[CH2:25][CH:24]2[CH2:26][N:27](C[B-](F)(F)F)[CH2:28][CH:23]2[CH2:22]1)=O)(C)(C)C.[K+].